Task: Predict the reactants needed to synthesize the given product.. Dataset: Full USPTO retrosynthesis dataset with 1.9M reactions from patents (1976-2016) (1) Given the product [NH:18]([C:1]([O:3][CH2:4][CH:5]1[C:6]2[C:11](=[CH:10][CH:9]=[CH:8][CH:7]=2)[C:12]2[C:17]1=[CH:16][CH:15]=[CH:14][CH:13]=2)=[O:2])[C@H:19]([C:20]([OH:22])=[O:21])[CH2:4][CH:5]([CH3:17])[CH3:6], predict the reactants needed to synthesize it. The reactants are: [C:1]([N:18](CC(C)C)[CH2:19][C:20]([OH:22])=[O:21])([O:3][CH2:4][CH:5]1[C:17]2[C:12](=[CH:13][CH:14]=[CH:15][CH:16]=2)[C:11]2[C:6]1=[CH:7][CH:8]=[CH:9][CH:10]=2)=[O:2].S(Cl)(Cl)=O.CN(C=O)C. (2) The reactants are: BrCCBr.C[Si](Cl)(C)C.[CH2:10]([O:17][C@@H:18]1[C@@H:23]([O:24][CH2:25][C:26]2[CH:31]=[CH:30][CH:29]=[CH:28][CH:27]=2)[C@H:22]([O:32][CH2:33][C:34]2[CH:39]=[CH:38][CH:37]=[CH:36][CH:35]=2)[C@@H:21]([CH2:40][O:41][CH2:42][C:43]2[CH:48]=[CH:47][CH:46]=[CH:45][CH:44]=2)[O:20][C@H:19]1[C:49]1[CH:54]=[CH:53][CH:52]=[C:51]([CH2:55]Br)[CH:50]=1)[C:11]1[CH:16]=[CH:15][CH:14]=[CH:13][CH:12]=1.CS[C:59]1[S:60][C:61]2[CH:67]=[CH:66][CH:65]=[CH:64][C:62]=2[N:63]=1. Given the product [CH2:10]([O:17][C@@H:18]1[C@@H:23]([O:24][CH2:25][C:26]2[CH:31]=[CH:30][CH:29]=[CH:28][CH:27]=2)[C@H:22]([O:32][CH2:33][C:34]2[CH:39]=[CH:38][CH:37]=[CH:36][CH:35]=2)[C@@H:21]([CH2:40][O:41][CH2:42][C:43]2[CH:48]=[CH:47][CH:46]=[CH:45][CH:44]=2)[O:20][C@H:19]1[C:49]1[CH:54]=[CH:53][CH:52]=[C:51]([CH2:55][C:59]2[S:60][C:61]3[CH:67]=[CH:66][CH:65]=[CH:64][C:62]=3[N:63]=2)[CH:50]=1)[C:11]1[CH:16]=[CH:15][CH:14]=[CH:13][CH:12]=1, predict the reactants needed to synthesize it. (3) Given the product [NH2:12][C:9]1[CH:10]=[CH:11][C:6]2[O:5][CH2:4][C:3](=[O:15])[N:2]([CH3:1])[C:7]=2[CH:8]=1, predict the reactants needed to synthesize it. The reactants are: [CH3:1][N:2]1[C:7]2[CH:8]=[C:9]([N+:12]([O-])=O)[CH:10]=[CH:11][C:6]=2[O:5][CH2:4][C:3]1=[O:15]. (4) Given the product [Cl:26][C:8]1[CH:7]=[C:4]([C:5]2[NH:29][N:28]=[N:27][N:6]=2)[CH:3]=[C:2]([Cl:1])[C:9]=1[O:10][C:11]1[CH:16]=[CH:15][C:14]([OH:17])=[C:13]([C:18]([N:20]2[CH2:25][CH2:24][CH2:23][CH2:22][CH2:21]2)=[O:19])[CH:12]=1, predict the reactants needed to synthesize it. The reactants are: [Cl:1][C:2]1[CH:3]=[C:4]([CH:7]=[C:8]([Cl:26])[C:9]=1[O:10][C:11]1[CH:16]=[CH:15][C:14]([OH:17])=[C:13]([C:18]([N:20]2[CH2:25][CH2:24][CH2:23][CH2:22][CH2:21]2)=[O:19])[CH:12]=1)[C:5]#[N:6].[N-:27]=[N+:28]=[N-:29].[Na+].[Cl-].[NH4+]. (5) Given the product [N+:1]([C:4]1[C:5]([N:10]2[CH2:15][CH2:14][C:13](=[CH:16][C:17]3[O:27][C:21]4[CH:22]=[C:23]([F:26])[CH:24]=[CH:25][C:20]=4[CH:18]=3)[CH2:12][CH2:11]2)=[N:6][CH:7]=[CH:8][CH:9]=1)([O-:3])=[O:2], predict the reactants needed to synthesize it. The reactants are: [N+:1]([C:4]1[C:5]([N:10]2[CH2:15][CH2:14][C:13](=[CH:16][C:17]#[CH:18])[CH2:12][CH2:11]2)=[N:6][CH:7]=[CH:8][CH:9]=1)([O-:3])=[O:2].Br[C:20]1[CH:25]=[CH:24][C:23]([F:26])=[CH:22][C:21]=1[OH:27].C(N)CCC. (6) Given the product [C:30]([O:29][C:27](=[O:28])[N:18]([C:10]1[S:11][C@:12]2([C:15](=[O:17])[NH:51][CH:48]3[CH2:50][CH2:49]3)[C@H:14]([C@:8]([C:6]3[CH:7]=[C:2]([Br:1])[CH:3]=[CH:4][C:5]=3[F:35])([CH3:34])[N:9]=1)[CH2:13]2)[CH2:19][O:20][CH2:21][CH2:22][Si:23]([CH3:24])([CH3:25])[CH3:26])([CH3:32])([CH3:33])[CH3:31], predict the reactants needed to synthesize it. The reactants are: [Br:1][C:2]1[CH:3]=[CH:4][C:5]([F:35])=[C:6]([C@:8]2([CH3:34])[CH:14]3[C@:12]([C:15]([OH:17])=O)([CH2:13]3)[S:11][C:10]([N:18]([C:27]([O:29][C:30]([CH3:33])([CH3:32])[CH3:31])=[O:28])[CH2:19][O:20][CH2:21][CH2:22][Si:23]([CH3:26])([CH3:25])[CH3:24])=[N:9]2)[CH:7]=1.C(N1C=CN=C1)(N1C=CN=C1)=O.[CH:48]1([NH2:51])[CH2:50][CH2:49]1.CCOC(C)=O. (7) Given the product [Cl:15][C:16]1[CH:17]=[C:18]([C:2]2[C:11]3[C:6](=[CH:7][C:8]([C:13]#[N:14])=[C:9]([F:12])[CH:10]=3)[N:5]=[CH:4][CH:3]=2)[CH:19]=[N:20][C:21]=1[O:22][CH2:23][CH:24]([CH3:26])[CH3:25], predict the reactants needed to synthesize it. The reactants are: Cl[C:2]1[C:11]2[C:6](=[CH:7][C:8]([C:13]#[N:14])=[C:9]([F:12])[CH:10]=2)[N:5]=[CH:4][CH:3]=1.[Cl:15][C:16]1[CH:17]=[C:18](C2C3C(=CC(C#N)=C(F)C=3)C=CN=2)[CH:19]=[N:20][C:21]=1[O:22][CH2:23][CH:24]([CH3:26])[CH3:25].C([O-])([O-])=O.[Cs+].[Cs+].